This data is from HIV replication inhibition screening data with 41,000+ compounds from the AIDS Antiviral Screen. The task is: Binary Classification. Given a drug SMILES string, predict its activity (active/inactive) in a high-throughput screening assay against a specified biological target. The drug is CC(C)OP(=O)(OC(C)C)C(=NNc1ccccc1[N+](=O)[O-])NCCN=C(NNc1ccccc1[N+](=O)[O-])P(=O)(OC(C)C)OC(C)C. The result is 0 (inactive).